This data is from Full USPTO retrosynthesis dataset with 1.9M reactions from patents (1976-2016). The task is: Predict the reactants needed to synthesize the given product. (1) Given the product [F:33][C:21]1[CH:22]=[C:23]([N:26]2[CH:31]=[CH:30][CH:29]=[CH:28][C:27]2=[O:32])[CH:24]=[CH:25][C:20]=1[NH:19][C:3]([C@@H:5]1[CH2:9][C@H:8]([NH:10][C:11]([C:13]2[S:14][CH:15]=[CH:16][CH:17]=2)=[O:12])[C@@H:7]([OH:18])[CH2:6]1)=[O:4], predict the reactants needed to synthesize it. The reactants are: CO[C:3]([CH:5]1[CH2:9][CH:8]([NH:10][C:11]([C:13]2[S:14][CH:15]=[CH:16][CH:17]=2)=[O:12])[CH:7]([OH:18])[CH2:6]1)=[O:4].[NH2:19][C:20]1[CH:25]=[CH:24][C:23]([N:26]2[CH:31]=[CH:30][CH:29]=[CH:28][C:27]2=[O:32])=[CH:22][C:21]=1[F:33]. (2) Given the product [CH2:8]([N:7]1[C:3]([CH2:2][C:10]#[N:11])=[CH:4][CH:5]=[N:6]1)[CH3:9], predict the reactants needed to synthesize it. The reactants are: Cl[CH2:2][C:3]1[N:7]([CH2:8][CH3:9])[N:6]=[CH:5][CH:4]=1.[C-:10]#[N:11].[K+]. (3) Given the product [Cl:1][C:2]1[CH:3]=[C:4]([CH:9]([O:13][CH3:14])[C:10]([NH:15][CH2:16][CH2:17][CH2:18][N:19]2[CH2:24][CH2:23][CH:22]([C:25]3[CH:26]=[C:27]([NH:31][C:32](=[O:36])[CH:33]([CH3:34])[CH3:35])[CH:28]=[CH:29][CH:30]=3)[CH2:21][CH2:20]2)=[O:12])[CH:5]=[CH:6][C:7]=1[Cl:8], predict the reactants needed to synthesize it. The reactants are: [Cl:1][C:2]1[CH:3]=[C:4]([CH:9]([O:13][CH3:14])[C:10]([OH:12])=O)[CH:5]=[CH:6][C:7]=1[Cl:8].[NH2:15][CH2:16][CH2:17][CH2:18][N:19]1[CH2:24][CH2:23][CH:22]([C:25]2[CH:26]=[C:27]([NH:31][C:32](=[O:36])[CH:33]([CH3:35])[CH3:34])[CH:28]=[CH:29][CH:30]=2)[CH2:21][CH2:20]1. (4) Given the product [CH3:21][C:20]1[CH:19]=[CH:18][N:17]=[CH:16][C:15]=1[N:12]1[CH2:13][CH2:14][N:10]([C:8]2[CH:9]=[C:4]3[C:5](=[CH:6][CH:7]=2)[NH:27][NH:26][C:3]3=[O:2])[C:11]1=[O:22], predict the reactants needed to synthesize it. The reactants are: C[O:2][C:3](=O)[C:4]1[CH:9]=[C:8]([N:10]2[CH2:14][CH2:13][N:12]([C:15]3[CH:16]=[N:17][CH:18]=[CH:19][C:20]=3[CH3:21])[C:11]2=[O:22])[CH:7]=[CH:6][C:5]=1F.O.[NH2:26][NH2:27].CO. (5) Given the product [C:25]([N:28]1[CH2:32][CH2:31][N:30]([C:2]2[CH:7]=[CH:6][C:5]([C:8]([N:10]3[CH2:15][CH2:14][N:13]([C:16]4[C:21]([CH3:22])=[CH:20][C:19]([CH3:23])=[CH:18][N:17]=4)[CH2:12][CH2:11]3)=[O:9])=[C:4]([F:24])[CH:3]=2)[C:29]1=[O:33])(=[O:27])[CH3:26], predict the reactants needed to synthesize it. The reactants are: Br[C:2]1[CH:7]=[CH:6][C:5]([C:8]([N:10]2[CH2:15][CH2:14][N:13]([C:16]3[C:21]([CH3:22])=[CH:20][C:19]([CH3:23])=[CH:18][N:17]=3)[CH2:12][CH2:11]2)=[O:9])=[C:4]([F:24])[CH:3]=1.[C:25]([N:28]1[CH2:32][CH2:31][NH:30][C:29]1=[O:33])(=[O:27])[CH3:26].